This data is from CYP2C19 inhibition data for predicting drug metabolism from PubChem BioAssay. The task is: Regression/Classification. Given a drug SMILES string, predict its absorption, distribution, metabolism, or excretion properties. Task type varies by dataset: regression for continuous measurements (e.g., permeability, clearance, half-life) or binary classification for categorical outcomes (e.g., BBB penetration, CYP inhibition). Dataset: cyp2c19_veith. (1) The drug is NC(=O)c1nn(-c2ccccc2)c(=O)cc1O. The result is 0 (non-inhibitor). (2) The compound is Cc1ccc(OCC(=O)c2c(O)c3ccccc3oc2=O)cc1C. The result is 1 (inhibitor).